The task is: Predict the reaction yield, written as a fraction of the theoretical maximum amount of product (1.0 means a 100% yield; for example, 0.34 means a 34% yield).. This data is from Reaction yield outcomes from USPTO patents with 853,638 reactions. (1) The reactants are [OH-].[K+].[C:3]([C:6]1[N:11]=[C:10]([C:12]2[CH:17]=[CH:16][C:15]([C:18]3[CH:23]=[CH:22][C:21]([CH2:24][C:25]([NH:27][CH2:28][C:29]([O:31]C)=[O:30])=[O:26])=[CH:20][C:19]=3[Cl:33])=[CH:14][CH:13]=2)[C:9]([CH3:34])=[N:8][C:7]=1[CH3:35])(=[O:5])[NH2:4].Cl. The catalyst is C(O)(C)(C)C. The product is [C:3]([C:6]1[N:11]=[C:10]([C:12]2[CH:17]=[CH:16][C:15]([C:18]3[CH:23]=[CH:22][C:21]([CH2:24][C:25]([NH:27][CH2:28][C:29]([OH:31])=[O:30])=[O:26])=[CH:20][C:19]=3[Cl:33])=[CH:14][CH:13]=2)[C:9]([CH3:34])=[N:8][C:7]=1[CH3:35])(=[O:5])[NH2:4]. The yield is 0.199. (2) The reactants are [CH3:1][S:2]([CH2:5][CH2:6][OH:7])(=[O:4])=[O:3].[C:8]1([CH3:18])[CH:13]=[CH:12][C:11]([S:14](Cl)(=[O:16])=[O:15])=[CH:10][CH:9]=1. The catalyst is N1C=CC=CC=1.C(OCC)(=O)C. The product is [CH3:18][C:8]1[CH:13]=[CH:12][C:11]([S:14]([O:7][CH2:6][CH2:5][S:2]([CH3:1])(=[O:4])=[O:3])(=[O:16])=[O:15])=[CH:10][CH:9]=1. The yield is 0.250. (3) No catalyst specified. The reactants are [C:1]([C:4]1[CH:5]=[C:6]([NH:10][C:11](=[O:13])[CH3:12])[CH:7]=[CH:8][CH:9]=1)(=[O:3])[CH3:2].[CH3:14][N:15]([CH:17](OC)OC)[CH3:16]. The product is [CH3:14][N:15]([CH3:17])/[CH:16]=[CH:2]/[C:1]([C:4]1[CH:5]=[C:6]([NH:10][C:11](=[O:13])[CH3:12])[CH:7]=[CH:8][CH:9]=1)=[O:3]. The yield is 0.900. (4) The reactants are BrCC1CC1(F)F.[CH2:8](Br)[C:9]1[CH:14]=[CH:13][CH:12]=[CH:11][CH:10]=1.[CH3:16][C:17]1[N:18]=[C:19]([N:27]2[CH2:31][CH2:30][NH:29][C:28]2=[O:32])[S:20][C:21]=1[C:22]([O:24][CH2:25][CH3:26])=[O:23]. No catalyst specified. The product is [CH2:8]([N:29]1[CH2:30][CH2:31][N:27]([C:19]2[S:20][C:21]([C:22]([O:24][CH2:25][CH3:26])=[O:23])=[C:17]([CH3:16])[N:18]=2)[C:28]1=[O:32])[C:9]1[CH:14]=[CH:13][CH:12]=[CH:11][CH:10]=1. The yield is 0.930. (5) The reactants are [C:1]([C:4]1[CH:13]=[CH:12][C:11]([OH:14])=[C:10]2[C:5]=1[CH:6]=[CH:7][C:8](=[O:15])[NH:9]2)(=[O:3])[CH3:2].C(=O)(O)[O-].[Na+].Cl[CH2:22][C:23]1[CH:28]=[CH:27][C:26]([O:29][CH3:30])=[CH:25][CH:24]=1. The catalyst is CN(C)C=O.[I-].[Na+]. The product is [C:1]([C:4]1[CH:13]=[CH:12][C:11]([O:14][CH2:22][C:23]2[CH:28]=[CH:27][C:26]([O:29][CH3:30])=[CH:25][CH:24]=2)=[C:10]2[C:5]=1[CH:6]=[CH:7][C:8](=[O:15])[NH:9]2)(=[O:3])[CH3:2]. The yield is 0.810. (6) The reactants are [CH3:1][CH:2]([O:4][C@H:5]1[CH2:10][CH2:9][C@H:8]([N:11]2[CH2:16][CH2:15][CH:14]([NH:17][C:18]3[CH:23]=[C:22]([CH3:24])[CH:21]=[CH:20][C:19]=3[N+:25]([O-])=O)[CH2:13][CH2:12]2)[CH2:7][CH2:6]1)[CH3:3].O.NN. The catalyst is C(O)C.[Ni]. The product is [NH2:25][C:19]1[CH:20]=[CH:21][C:22]([CH3:24])=[CH:23][C:18]=1[NH:17][CH:14]1[CH2:13][CH2:12][N:11]([C@H:8]2[CH2:9][CH2:10][C@H:5]([O:4][CH:2]([CH3:3])[CH3:1])[CH2:6][CH2:7]2)[CH2:16][CH2:15]1. The yield is 0.920.